Dataset: Full USPTO retrosynthesis dataset with 1.9M reactions from patents (1976-2016). Task: Predict the reactants needed to synthesize the given product. (1) Given the product [I:1][C:2]1[N:3]=[C:4]([C@@H:8]2[CH2:12][CH2:11][CH2:10][N:9]2[C:13]([O:15][C:16]([CH3:19])([CH3:18])[CH3:17])=[O:14])[NH:5][CH:6]=1, predict the reactants needed to synthesize it. The reactants are: [I:1][C:2]1[N:3]=[C:4]([C@@H:8]2[CH2:12][CH2:11][CH2:10][N:9]2[C:13]([O:15][C:16]([CH3:19])([CH3:18])[CH3:17])=[O:14])[NH:5][C:6]=1I.[O-]S([O-])=O.[Na+].[Na+]. (2) Given the product [O:65]=[C:62]1[CH:63]=[CH:64][C:60](=[O:59])[N:61]1[CH2:66][CH2:67][CH2:68][CH2:69][CH2:70][C:71]([NH:73][NH:74][C:1](=[O:3])[CH2:4][CH2:5][CH2:6][N:7]([CH3:58])[C@H:8]([C:12]([NH:14][C@H:15]([C:19]([N:21]([C@@H:23]([C@@H:54]([CH3:57])[CH2:55][CH3:56])[C@H:24]([O:52][CH3:53])[CH2:25][C:26]([N:28]1[CH2:32][CH2:31][CH2:30][C@H:29]1[C@H:33]([O:50][CH3:51])[C@@H:34]([CH3:49])[C:35]([NH:37][C@@H:38]([CH2:42][C:43]1[CH:44]=[CH:45][CH:46]=[CH:47][CH:48]=1)[C:39]([NH2:41])=[O:40])=[O:36])=[O:27])[CH3:22])=[O:20])[CH:16]([CH3:18])[CH3:17])=[O:13])[CH:9]([CH3:10])[CH3:11])=[O:72], predict the reactants needed to synthesize it. The reactants are: [C:1]([CH2:4][CH2:5][CH2:6][N:7]([CH3:58])[C@H:8]([C:12]([NH:14][C@H:15]([C:19]([N:21]([C@@H:23]([C@@H:54]([CH3:57])[CH2:55][CH3:56])[C@H:24]([O:52][CH3:53])[CH2:25][C:26]([N:28]1[CH2:32][CH2:31][CH2:30][C@H:29]1[C@H:33]([O:50][CH3:51])[C@@H:34]([CH3:49])[C:35]([NH:37][C@@H:38]([CH2:42][C:43]1[CH:48]=[CH:47][CH:46]=[CH:45][CH:44]=1)[C:39]([NH2:41])=[O:40])=[O:36])=[O:27])[CH3:22])=[O:20])[CH:16]([CH3:18])[CH3:17])=[O:13])[CH:9]([CH3:11])[CH3:10])([OH:3])=O.[O:59]=[C:60]1[CH:64]=[CH:63][C:62](=[O:65])[N:61]1[CH2:66][CH2:67][CH2:68][CH2:69][CH2:70][C:71]([NH:73][NH2:74])=[O:72]. (3) Given the product [C:5]1([O:4][CH3:3])[CH:6]=[CH:17][CH:15]=[CH:13][CH:14]=1.[CH3:7][O:8][C:9]([CH3:12])([CH3:11])[CH3:10], predict the reactants needed to synthesize it. The reactants are: O1[CH2:6][CH2:5][O:4][CH2:3]C1.[CH3:7][O:8][C:9]([CH3:12])([CH3:11])[CH3:10].[CH2:13]([C:15]([CH3:17])=O)[CH3:14].C(#N)C.